From a dataset of Forward reaction prediction with 1.9M reactions from USPTO patents (1976-2016). Predict the product of the given reaction. (1) Given the reactants [F:1][C:2]1[CH:11]=[C:10]2[C:5]([CH:6]=[CH:7][CH:8]=[N:9]2)=[CH:4][C:3]=1[CH2:12][N:13]1[C:21]2[C:16](=[N:17][CH:18]=[C:19]([C:22](=O)[CH3:23])[N:20]=2)[N:15]=[N:14]1.Cl.[NH2:26][O:27][CH2:28][CH2:29][OH:30], predict the reaction product. The product is: [OH:30][CH2:29][CH2:28][O:27][N:26]=[C:22]([C:19]1[N:20]=[C:21]2[N:13]([CH2:12][C:3]3[CH:4]=[C:5]4[C:10](=[CH:11][C:2]=3[F:1])[N:9]=[CH:8][CH:7]=[CH:6]4)[N:14]=[N:15][C:16]2=[N:17][CH:18]=1)[CH3:23]. (2) Given the reactants [NH2:1][C:2]1[CH:19]=[CH:18][C:5]([O:6][C:7]2[CH:12]=[CH:11][N:10]=[C:9]3[NH:13][CH:14]=[C:15]([C:16]#[N:17])[C:8]=23)=[C:4]([F:20])[CH:3]=1.Cl[C:22]1[CH:27]=[C:26]([C:28]([F:31])([F:30])[F:29])[N:25]=[C:24]([NH2:32])[N:23]=1.Cl.C(O)C, predict the reaction product. The product is: [NH2:32][C:24]1[N:23]=[C:22]([NH:1][C:2]2[CH:19]=[CH:18][C:5]([O:6][C:7]3[CH:12]=[CH:11][N:10]=[C:9]4[NH:13][CH:14]=[C:15]([C:16]#[N:17])[C:8]=34)=[C:4]([F:20])[CH:3]=2)[CH:27]=[C:26]([C:28]([F:31])([F:29])[F:30])[N:25]=1.